From a dataset of Forward reaction prediction with 1.9M reactions from USPTO patents (1976-2016). Predict the product of the given reaction. (1) Given the reactants Br[CH2:2][C:3]1[CH:21]=[CH:20][C:6]([CH2:7][N:8]2[CH2:12][C@@H:11]([C:13]3[CH:18]=[CH:17][CH:16]=[CH:15][CH:14]=3)[O:10][C:9]2=[O:19])=[CH:5][CH:4]=1.[C:22]1([OH:28])[CH:27]=[CH:26][CH:25]=[CH:24][CH:23]=1.C(=O)([O-])[O-].[K+].[K+].[I-].[K+], predict the reaction product. The product is: [O:28]([CH2:2][C:3]1[CH:21]=[CH:20][C:6]([CH2:7][N:8]2[CH2:12][C@@H:11]([C:13]3[CH:18]=[CH:17][CH:16]=[CH:15][CH:14]=3)[O:10][C:9]2=[O:19])=[CH:5][CH:4]=1)[C:22]1[CH:27]=[CH:26][CH:25]=[CH:24][CH:23]=1. (2) Given the reactants [H-].C([Al+]CC(C)C)C(C)C.[Cl:11][C:12]1[CH:17]=[CH:16][C:15]([CH2:18][CH2:19][C:20](OC)=[O:21])=[C:14]([C:24]([F:27])([F:26])[F:25])[CH:13]=1.Cl, predict the reaction product. The product is: [Cl:11][C:12]1[CH:17]=[CH:16][C:15]([CH2:18][CH2:19][CH2:20][OH:21])=[C:14]([C:24]([F:25])([F:26])[F:27])[CH:13]=1.